The task is: Regression. Given two drug SMILES strings and cell line genomic features, predict the synergy score measuring deviation from expected non-interaction effect.. This data is from NCI-60 drug combinations with 297,098 pairs across 59 cell lines. (1) Drug 1: C1CCN(CC1)CCOC2=CC=C(C=C2)C(=O)C3=C(SC4=C3C=CC(=C4)O)C5=CC=C(C=C5)O. Drug 2: CN(C)N=NC1=C(NC=N1)C(=O)N. Cell line: SNB-19. Synergy scores: CSS=-4.70, Synergy_ZIP=-1.38, Synergy_Bliss=-8.53, Synergy_Loewe=-9.08, Synergy_HSA=-8.86. (2) Drug 1: CCCCCOC(=O)NC1=NC(=O)N(C=C1F)C2C(C(C(O2)C)O)O. Drug 2: B(C(CC(C)C)NC(=O)C(CC1=CC=CC=C1)NC(=O)C2=NC=CN=C2)(O)O. Cell line: EKVX. Synergy scores: CSS=37.2, Synergy_ZIP=0.973, Synergy_Bliss=-0.128, Synergy_Loewe=-46.5, Synergy_HSA=-5.11. (3) Drug 1: CCC1=CC2CC(C3=C(CN(C2)C1)C4=CC=CC=C4N3)(C5=C(C=C6C(=C5)C78CCN9C7C(C=CC9)(C(C(C8N6C)(C(=O)OC)O)OC(=O)C)CC)OC)C(=O)OC.C(C(C(=O)O)O)(C(=O)O)O. Drug 2: CC1=C(C=C(C=C1)C(=O)NC2=CC(=CC(=C2)C(F)(F)F)N3C=C(N=C3)C)NC4=NC=CC(=N4)C5=CN=CC=C5. Cell line: KM12. Synergy scores: CSS=53.7, Synergy_ZIP=-4.99, Synergy_Bliss=-4.78, Synergy_Loewe=1.34, Synergy_HSA=1.70. (4) Drug 1: C1=CN(C=N1)CC(O)(P(=O)(O)O)P(=O)(O)O. Drug 2: COC1=C2C(=CC3=C1OC=C3)C=CC(=O)O2. Cell line: KM12. Synergy scores: CSS=1.75, Synergy_ZIP=-0.421, Synergy_Bliss=-1.11, Synergy_Loewe=1.67, Synergy_HSA=-0.0247. (5) Drug 1: CC1CCC2CC(C(=CC=CC=CC(CC(C(=O)C(C(C(=CC(C(=O)CC(OC(=O)C3CCCCN3C(=O)C(=O)C1(O2)O)C(C)CC4CCC(C(C4)OC)OCCO)C)C)O)OC)C)C)C)OC. Drug 2: CN(CCCl)CCCl.Cl. Cell line: SK-OV-3. Synergy scores: CSS=9.34, Synergy_ZIP=-5.48, Synergy_Bliss=-3.58, Synergy_Loewe=-1.67, Synergy_HSA=-0.966.